From a dataset of Catalyst prediction with 721,799 reactions and 888 catalyst types from USPTO. Predict which catalyst facilitates the given reaction. (1) Reactant: C(O)(=O)C.[F:5][C:6]1[CH:11]=[CH:10][C:9]([CH:12]2[CH2:14][O:13]2)=[CH:8][CH:7]=1.C1COCC1.O. Product: [F:5][C:6]1[CH:11]=[CH:10][C:9]([C@H:12]2[CH2:14][O:13]2)=[CH:8][CH:7]=1. The catalyst class is: 11. (2) Reactant: [NH2:1][C:2]1[CH:7]=[CH:6][CH:5]=[CH:4][C:3]=1[SH:8].[C:9]([C:13]1[CH:18]=[CH:17][C:16]([C:19]2[CH:26]=[C:23]([CH:24]=O)[C:22]([OH:27])=[CH:21][CH:20]=2)=[CH:15][CH:14]=1)([CH3:12])([CH3:11])[CH3:10]. Product: [S:8]1[C:3]2[CH:4]=[CH:5][CH:6]=[CH:7][C:2]=2[N:1]=[C:24]1[C:23]1[CH:26]=[C:19]([C:16]2[CH:17]=[CH:18][C:13]([C:9]([CH3:11])([CH3:10])[CH3:12])=[CH:14][CH:15]=2)[CH:20]=[CH:21][C:22]=1[OH:27]. The catalyst class is: 12. (3) Product: [CH3:13][O:14][C:15]([C:17]1([CH:23]([OH:25])[CH3:24])[CH2:22][CH2:21][S:20][CH2:19][CH2:18]1)=[O:16]. Reactant: C(NC(C)C)(C)C.C([Li])CCC.[CH3:13][O:14][C:15]([CH:17]1[CH2:22][CH2:21][S:20][CH2:19][CH2:18]1)=[O:16].[CH:23](=[O:25])[CH3:24]. The catalyst class is: 7. (4) Reactant: C(NC1N=C(S(C)=O)C(C(N)=O)=CN=1)(C)(C)C.Cl.N[C@H]1C[C@@H](O)C(C)(C)CC1.Cl.N[C@@H]1C[C@H](O)C(C)(C)CC1.CC(=O)OCC.C(O)(C(F)(F)F)=O.C(=O)(O)[O-].[C:57]([NH:61][C:62]1[N:67]=[C:66]([NH:68][C@@H:69]2[CH2:74][CH2:73][C:72]([CH3:76])([CH3:75])[C@H:71]([OH:77])[CH2:70]2)[C:65]([C:78]([NH2:80])=[O:79])=[CH:64][N:63]=1)([CH3:60])([CH3:59])[CH3:58]. Product: [C:57]([NH:61][C:62]1[N:67]=[C:66]([NH:68][C@H:69]2[CH2:74][CH2:73][C:72]([CH3:75])([CH3:76])[C@@H:71]([OH:77])[CH2:70]2)[C:65]([C:78]([NH2:80])=[O:79])=[CH:64][N:63]=1)([CH3:58])([CH3:59])[CH3:60]. The catalyst class is: 3. (5) Reactant: [OH:1][C:2]1[C:11]2[C:6](=[CH:7][CH:8]=[C:9]([OH:12])[N:10]=2)[N:5]=[CH:4][C:3]=1[C:13](=[O:17])[CH:14]([CH3:16])[CH3:15].[CH3:18][Si](Cl)(C)C.[I-].[Na+].S([O-])([O-])(=O)=S.[Na+].[Na+]. Product: [OH:1][C:2]1[C:11]2[C:6](=[CH:7][CH:8]=[C:9]([O:12][CH3:18])[N:10]=2)[N:5]=[CH:4][C:3]=1[C:13](=[O:17])[CH:14]([CH3:15])[CH3:16]. The catalyst class is: 10. (6) Reactant: [NH2:1][C@@H:2]([CH2:20][C:21]1[CH:26]=[CH:25][C:24]([C:27]([F:30])([F:29])[F:28])=[CH:23][CH:22]=1)[CH2:3][NH:4][C:5]1[S:6][C:7]([C:10]2[CH:11]=[C:12]3[C:16](=[CH:17][CH:18]=2)[NH:15][C:14](=[O:19])[CH2:13]3)=[CH:8][N:9]=1.N1C=CC=CC=1.[C:37](OC(=O)C)(=[O:39])[CH3:38]. Product: [O:19]=[C:14]1[CH2:13][C:12]2[C:16](=[CH:17][CH:18]=[C:10]([C:7]3[S:6][C:5]([NH:4][CH2:3][C@@H:2]([NH:1][C:37](=[O:39])[CH3:38])[CH2:20][C:21]4[CH:22]=[CH:23][C:24]([C:27]([F:28])([F:29])[F:30])=[CH:25][CH:26]=4)=[N:9][CH:8]=3)[CH:11]=2)[NH:15]1. The catalyst class is: 2.